Dataset: Catalyst prediction with 721,799 reactions and 888 catalyst types from USPTO. Task: Predict which catalyst facilitates the given reaction. (1) Reactant: [CH3:1][O:2][C:3]1[CH:4]=[C:5]2[C:10](=[CH:11][C:12]=1[O:13][CH3:14])[N:9]=[CH:8][CH:7]=[C:6]2[O:15][C:16]1[C:17]([CH:23]([C:25]2[CH:30]=[CH:29][CH:28]=[C:27]([CH3:31])[N:26]=2)[OH:24])=[N:18][C:19]([CH3:22])=[CH:20][CH:21]=1.C(N(CC)CC)C.[C:39](OC(=O)C)(=[O:41])[CH3:40].O. Product: [C:39]([O:24][CH:23]([C:17]1[C:16]([O:15][C:6]2[C:5]3[C:10](=[CH:11][C:12]([O:13][CH3:14])=[C:3]([O:2][CH3:1])[CH:4]=3)[N:9]=[CH:8][CH:7]=2)=[CH:21][CH:20]=[C:19]([CH3:22])[N:18]=1)[C:25]1[CH:30]=[CH:29][CH:28]=[C:27]([CH3:31])[N:26]=1)(=[O:41])[CH3:40]. The catalyst class is: 22. (2) Reactant: [Br:1][C:2]1[CH:11]=[CH:10][C:9]2[C:4](=[CH:5][CH:6]=[C:7]([O:12][C@H:13]3[CH2:18][CH2:17][C@@H:16]([C:19]([F:22])([F:21])[F:20])[CH2:15][CH2:14]3)[CH:8]=2)[CH:3]=1.C1C(=O)N([I:30])C(=O)C1.C(O)(C(F)(F)F)=O. Product: [Br:1][C:2]1[CH:3]=[C:4]2[C:9](=[CH:10][CH:11]=1)[C:8]([I:30])=[C:7]([O:12][C@H:13]1[CH2:14][CH2:15][C@@H:16]([C:19]([F:20])([F:21])[F:22])[CH2:17][CH2:18]1)[CH:6]=[CH:5]2. The catalyst class is: 23.